This data is from Full USPTO retrosynthesis dataset with 1.9M reactions from patents (1976-2016). The task is: Predict the reactants needed to synthesize the given product. (1) Given the product [Cl:13][C:14]1[CH:19]=[C:18]([N+:20]([O-:22])=[O:21])[CH:17]=[CH:16][C:15]=1[O:1][C:2]1[CH:3]=[CH:4][C:5]([CH3:12])=[C:6]([CH:11]=1)[C:7]([O:9][CH3:10])=[O:8], predict the reactants needed to synthesize it. The reactants are: [OH:1][C:2]1[CH:3]=[CH:4][C:5]([CH3:12])=[C:6]([CH:11]=1)[C:7]([O:9][CH3:10])=[O:8].[Cl:13][C:14]1[CH:19]=[C:18]([N+:20]([O-:22])=[O:21])[CH:17]=[CH:16][C:15]=1F.C(=O)([O-])[O-].[K+].[K+]. (2) Given the product [NH:19]1[CH:18]=[C:17]([C:13]2[CH:12]=[C:11]3[C:16](=[CH:15][CH:14]=2)[N:8]([CH2:7][CH:5]2[CH2:4][N:3]([C:28]([C:30]4[CH:35]=[CH:34][CH:33]=[CH:32][CH:31]=4)=[O:29])[C:2]([CH3:36])([CH3:1])[CH2:6]2)[CH:9]=[CH:10]3)[CH:21]=[N:20]1, predict the reactants needed to synthesize it. The reactants are: [CH3:1][C:2]1([CH3:36])[CH2:6][CH:5]([CH2:7][N:8]2[C:16]3[C:11](=[CH:12][C:13]([C:17]4[CH:18]=[N:19][N:20](C5CCCCO5)[CH:21]=4)=[CH:14][CH:15]=3)[CH:10]=[CH:9]2)[CH2:4][N:3]1[C:28]([C:30]1[CH:35]=[CH:34][CH:33]=[CH:32][CH:31]=1)=[O:29].O.C1(C)C=CC(S(O)(=O)=O)=CC=1.CO.ClCCl. (3) Given the product [CH:17]1([NH:16][C:12]2[N:13]=[C:14]([CH3:15])[C:9]([OH:8])=[C:10]([CH3:24])[C:11]=2[CH3:23])[CH2:18][CH2:19][CH2:20][CH2:21][CH2:22]1, predict the reactants needed to synthesize it. The reactants are: C([O:8][C:9]1[C:10]([CH3:24])=[C:11]([CH3:23])[C:12]([NH:16][CH:17]2[CH2:22][CH2:21][CH2:20][CH2:19][CH2:18]2)=[N:13][C:14]=1[CH3:15])C1C=CC=CC=1. (4) Given the product [C:1]([O:5][C:6](=[O:36])[N:7]([C:16]1[S:17][C@:18]2([C:33]3[CH:42]=[C:41]([Si:38]([CH3:40])([CH3:39])[CH3:37])[O:35][N:34]=3)[C@H:20]([C@:21]([C:25]3[CH:30]=[C:29]([Br:31])[CH:28]=[CH:27][C:26]=3[F:32])([CH2:23][F:24])[N:22]=1)[CH2:19]2)[CH2:8][O:9][CH2:10][CH2:11][Si:12]([CH3:14])([CH3:13])[CH3:15])([CH3:4])([CH3:2])[CH3:3], predict the reactants needed to synthesize it. The reactants are: [C:1]([O:5][C:6](=[O:36])[N:7]([C:16]1[S:17][C@:18]2(/[CH:33]=[N:34]/[OH:35])[C@H:20]([C@:21]([C:25]3[CH:30]=[C:29]([Br:31])[CH:28]=[CH:27][C:26]=3[F:32])([CH2:23][F:24])[N:22]=1)[CH2:19]2)[CH2:8][O:9][CH2:10][CH2:11][Si:12]([CH3:15])([CH3:14])[CH3:13])([CH3:4])([CH3:3])[CH3:2].[CH3:37][Si:38]([C:41]#[CH:42])([CH3:40])[CH3:39].C([Sn](O[Sn](CCCC)(CCCC)CCCC)(CCCC)CCCC)CCC.ClOC(C)(C)C. (5) The reactants are: Cl.[NH2:2][C:3]([NH2:5])=[NH:4].[Na].[C:7]([O:11][C:12]([N:14]1[CH2:19][CH2:18][C:17](=O)[C:16](=[CH:21]N(C)C)[CH2:15]1)=[O:13])([CH3:10])([CH3:9])[CH3:8]. Given the product [C:7]([O:11][C:12]([N:14]1[CH2:19][CH2:18][C:17]2[N:4]=[C:3]([NH2:5])[N:2]=[CH:21][C:16]=2[CH2:15]1)=[O:13])([CH3:10])([CH3:8])[CH3:9], predict the reactants needed to synthesize it. (6) Given the product [C:22]([C:16]1[C:15]2[C:19](=[C:11]([N:8]3[CH2:9][CH2:10][N:5]([C:3](=[O:4])[C:2]([F:1])([F:20])[F:21])[CH2:6][CH2:7]3)[CH:12]=[CH:13][CH:14]=2)[NH:18][CH:17]=1)(=[O:29])[C:23]1[CH:28]=[CH:27][CH:26]=[CH:25][CH:24]=1, predict the reactants needed to synthesize it. The reactants are: [F:1][C:2]([F:21])([F:20])[C:3]([N:5]1[CH2:10][CH2:9][N:8]([C:11]2[CH:12]=[CH:13][CH:14]=[C:15]3[C:19]=2[NH:18][CH:17]=[CH:16]3)[CH2:7][CH2:6]1)=[O:4].[C:22](O[C:22](=[O:29])[C:23]1[CH:28]=[CH:27][CH:26]=[CH:25][CH:24]=1)(=[O:29])[C:23]1[CH:28]=[CH:27][CH:26]=[CH:25][CH:24]=1.[Al+3].[Cl-].[Cl-].[Cl-].